Task: Predict the reaction yield, written as a fraction of the theoretical maximum amount of product (1.0 means a 100% yield; for example, 0.34 means a 34% yield).. Dataset: Reaction yield outcomes from USPTO patents with 853,638 reactions (1) The reactants are [Br:1][C:2]1[CH:7]=[CH:6][C:5]([NH:8][C:9](=[NH:21])[C:10]([C:13]2[C:18]([Cl:19])=[CH:17][CH:16]=[CH:15][C:14]=2[Cl:20])([CH3:12])[CH3:11])=[C:4]([F:22])[CH:3]=1.C([O-])([O-])=O.[K+].[K+].Br[CH2:30][C:31](=[O:37])[C:32]([O:34][CH2:35][CH3:36])=[O:33].Cl. The catalyst is C1(C)C=CC=CC=1.C1COCC1. The product is [Br:1][C:2]1[CH:7]=[CH:6][C:5]([N:8]2[CH2:30][C:31]([OH:37])([C:32]([O:34][CH2:35][CH3:36])=[O:33])[N:21]=[C:9]2[C:10]([C:13]2[C:14]([Cl:20])=[CH:15][CH:16]=[CH:17][C:18]=2[Cl:19])([CH3:11])[CH3:12])=[C:4]([F:22])[CH:3]=1. The yield is 0.960. (2) The reactants are Br[C:2]1[N:7]=[C:6]([C:8]([O:10][CH2:11][CH3:12])=[O:9])[CH:5]=[CH:4][CH:3]=1.[OH:13][C:14]1[CH:19]=[CH:18][C:17](B(O)O)=[CH:16][CH:15]=1.C(=O)([O-])[O-].[K+].[K+]. The catalyst is O1CCOCC1.O.C(OCC)(=O)C.C1C=CC([P]([Pd]([P](C2C=CC=CC=2)(C2C=CC=CC=2)C2C=CC=CC=2)([P](C2C=CC=CC=2)(C2C=CC=CC=2)C2C=CC=CC=2)[P](C2C=CC=CC=2)(C2C=CC=CC=2)C2C=CC=CC=2)(C2C=CC=CC=2)C2C=CC=CC=2)=CC=1. The product is [OH:13][C:14]1[CH:19]=[CH:18][C:17]([C:2]2[N:7]=[C:6]([C:8]([O:10][CH2:11][CH3:12])=[O:9])[CH:5]=[CH:4][CH:3]=2)=[CH:16][CH:15]=1. The yield is 0.720. (3) The reactants are [CH:1]1([C:7]2[C:15]3[C:10](=[CH:11][C:12]([C:16]([O:18][C:19]([CH3:22])([CH3:21])[CH3:20])=[O:17])=[CH:13][CH:14]=3)[NH:9][C:8]=2[C:23]2[CH:28]=[CH:27][C:26]([F:29])=[CH:25][C:24]=2[CH:30]=[O:31])[CH2:6][CH2:5][CH2:4][CH2:3][CH2:2]1.Br[C:33]1C=CC(F)=CC=1C(=O)C. No catalyst specified. The product is [C:30]([C:24]1[CH:25]=[C:26]([F:29])[CH:27]=[CH:28][C:23]=1[C:8]1[NH:9][C:10]2[C:15]([C:7]=1[CH:1]1[CH2:2][CH2:3][CH2:4][CH2:5][CH2:6]1)=[CH:14][CH:13]=[C:12]([C:16]([O:18][C:19]([CH3:20])([CH3:21])[CH3:22])=[O:17])[CH:11]=2)(=[O:31])[CH3:33]. The yield is 0.650. (4) The reactants are [C:1](Cl)(=[O:7])[CH2:2][CH2:3][CH2:4][CH2:5][CH3:6].[Cl:9][C:10]1[CH:36]=[CH:35][C:13]([CH2:14][O:15][C:16]2[CH:17]=[C:18]([CH:32]=[CH:33][CH:34]=2)[C:19]([NH:21][C:22]2[CH:27]=[CH:26][CH:25]=[CH:24][C:23]=2[S:28](=[O:31])(=[O:30])[NH2:29])=[O:20])=[CH:12][CH:11]=1. The catalyst is CN(C)C1C=CN=CC=1.O1CCCC1. The product is [Cl:9][C:10]1[CH:11]=[CH:12][C:13]([CH2:14][O:15][C:16]2[CH:17]=[C:18]([CH:32]=[CH:33][CH:34]=2)[C:19]([NH:21][C:22]2[CH:27]=[CH:26][CH:25]=[CH:24][C:23]=2[S:28]([NH:29][C:1](=[O:7])[CH2:2][CH2:3][CH2:4][CH2:5][CH3:6])(=[O:31])=[O:30])=[O:20])=[CH:35][CH:36]=1. The yield is 0.970.